Dataset: Forward reaction prediction with 1.9M reactions from USPTO patents (1976-2016). Task: Predict the product of the given reaction. Given the reactants [F:1][CH2:2][CH2:3][O:4][CH2:5][C:6]1[CH:11]=[CH:10][C:9]([N:12]2[CH2:17][CH2:16][N:15](C(OC(C)(C)C)=O)[CH2:14][CH2:13]2)=[CH:8][CH:7]=1.[ClH:25], predict the reaction product. The product is: [ClH:25].[F:1][CH2:2][CH2:3][O:4][CH2:5][C:6]1[CH:7]=[CH:8][C:9]([N:12]2[CH2:13][CH2:14][NH:15][CH2:16][CH2:17]2)=[CH:10][CH:11]=1.